Dataset: Peptide-MHC class I binding affinity with 185,985 pairs from IEDB/IMGT. Task: Regression. Given a peptide amino acid sequence and an MHC pseudo amino acid sequence, predict their binding affinity value. This is MHC class I binding data. (1) The peptide sequence is ILAGVSLLPV. The MHC is HLA-A02:17 with pseudo-sequence HLA-A02:17. The binding affinity (normalized) is 0.313. (2) The peptide sequence is TLCDMIKGT. The MHC is HLA-A02:01 with pseudo-sequence HLA-A02:01. The binding affinity (normalized) is 0.0718. (3) The peptide sequence is NPTQAPVIQLHAVY. The MHC is HLA-A29:02 with pseudo-sequence HLA-A29:02. The binding affinity (normalized) is 0.228.